Predict the reactants needed to synthesize the given product. From a dataset of Full USPTO retrosynthesis dataset with 1.9M reactions from patents (1976-2016). (1) Given the product [CH2:2]([O:4][C:5](=[O:25])[CH2:6][O:7][C:8]1[CH:9]=[C:10]([O:23][CH3:24])[CH:11]=[C:12]([C:14](=[O:22])[NH:15][CH:16]2[CH2:17][CH2:18][N:19]([CH2:35][C:33]3[CH:32]=[C:31]([O:37][CH2:38][CH3:39])[C:30]([C:40]4[CH:45]=[CH:44][C:43]([F:46])=[CH:42][CH:41]=4)=[C:29]([O:28][CH2:26][CH3:27])[CH:34]=3)[CH2:20][CH2:21]2)[CH:13]=1)[CH3:3], predict the reactants needed to synthesize it. The reactants are: Cl.[CH2:2]([O:4][C:5](=[O:25])[CH2:6][O:7][C:8]1[CH:13]=[C:12]([C:14](=[O:22])[NH:15][CH:16]2[CH2:21][CH2:20][NH:19][CH2:18][CH2:17]2)[CH:11]=[C:10]([O:23][CH3:24])[CH:9]=1)[CH3:3].[CH2:26]([O:28][C:29]1[CH:34]=[C:33]([CH:35]=O)[CH:32]=[C:31]([O:37][CH2:38][CH3:39])[C:30]=1[C:40]1[CH:45]=[CH:44][C:43]([F:46])=[CH:42][CH:41]=1)[CH3:27].C([BH3-])#N.[Na+].C(N(C(C)C)C(C)C)C. (2) Given the product [OH:4][C:5]1([CH3:1])[CH2:6][CH2:7][CH:8]([NH:11][C:12](=[O:18])[O:13][C:14]([CH3:15])([CH3:17])[CH3:16])[CH2:9][CH2:10]1, predict the reactants needed to synthesize it. The reactants are: [CH3:1][Mg]Cl.[O:4]=[C:5]1[CH2:10][CH2:9][CH:8]([NH:11][C:12](=[O:18])[O:13][C:14]([CH3:17])([CH3:16])[CH3:15])[CH2:7][CH2:6]1. (3) Given the product [CH:17]1([CH2:16][O:15][C:12]2[CH:11]=[CH:10][CH:9]=[C:8]3[C:13]=2[CH:14]=[C:6]([C:4]([OH:3])=[O:5])[NH:7]3)[CH2:20][CH2:19]1, predict the reactants needed to synthesize it. The reactants are: C([O:3][C:4]([C:6]1[NH:7][C:8]2[C:13]([CH:14]=1)=[C:12]([O:15][CH2:16][CH:17]1[CH2:20][CH2:19]C1)[CH:11]=[CH:10][CH:9]=2)=[O:5])C.[OH-].[K+].CCO. (4) Given the product [Cl:10][C:11]1[CH:12]=[C:13]([NH:14][C:8]2[C:3]3=[N:4][CH:5]=[CH:6][CH:7]=[C:2]3[O:1][C:23]=2[NH2:24])[CH:15]=[CH:16][C:17]=1[F:18], predict the reactants needed to synthesize it. The reactants are: [OH:1][C:2]1[C:3]([CH:8]=O)=[N:4][CH:5]=[CH:6][CH:7]=1.[Cl:10][C:11]1[CH:12]=[C:13]([CH:15]=[CH:16][C:17]=1[F:18])[NH2:14].[Si]([C:23]#[N:24])(C)(C)C. (5) Given the product [CH3:13][O:12][C:8]1[C:7]([O:14][CH3:15])=[C:6]2[C:11]([C:2]([NH:22][C@H:19]3[CH2:20][CH2:21][O:17][CH2:18]3)=[N:3][CH:4]=[N:5]2)=[CH:10][CH:9]=1, predict the reactants needed to synthesize it. The reactants are: Cl[C:2]1[C:11]2[C:6](=[C:7]([O:14][CH3:15])[C:8]([O:12][CH3:13])=[CH:9][CH:10]=2)[N:5]=[CH:4][N:3]=1.Cl.[O:17]1[CH2:21][CH2:20][C@H:19]([NH2:22])[CH2:18]1.CCN(C(C)C)C(C)C. (6) Given the product [CH:16]([N:17]1[C:2]2[CH:3]=[N:4][CH:5]=[CH:6][C:7]=2[NH:8][C:9]1=[O:12])([CH3:19])[CH3:15], predict the reactants needed to synthesize it. The reactants are: Br[C:2]1[CH:3]=[N:4][CH:5]=[CH:6][C:7]=1[NH:8][C:9](=[O:12])OC.O[C@H]1C[NH:17][C@H:16]([C:19](O)=O)[CH2:15]1.[O-]P([O-])([O-])=O.[K+].[K+].[K+].C(N)(C)C.